Task: Predict the reactants needed to synthesize the given product.. Dataset: Full USPTO retrosynthesis dataset with 1.9M reactions from patents (1976-2016) Given the product [N:22]([CH:10]1[CH2:9][O:8][CH:7]([C:6]2[N:2]([CH3:1])[N:3]=[CH:4][C:5]=2[N+:15]([O-:17])=[O:16])[CH2:13][C:12](=[O:14])[CH2:11]1)=[N+:23]=[N-:24], predict the reactants needed to synthesize it. The reactants are: [CH3:1][N:2]1[C:6]([CH:7]2[CH2:13][C:12](=[O:14])[CH:11]=[CH:10][CH2:9][O:8]2)=[C:5]([N+:15]([O-:17])=[O:16])[CH:4]=[N:3]1.C[Si]([N:22]=[N+:23]=[N-:24])(C)C.